Predict the reactants needed to synthesize the given product. From a dataset of Full USPTO retrosynthesis dataset with 1.9M reactions from patents (1976-2016). (1) Given the product [CH3:21][CH2:20][CH2:19][CH2:18][CH2:17][CH2:16][CH2:15][CH2:14][CH2:13][CH2:12][CH2:11][CH2:10][CH2:9][CH2:8][CH2:7][CH2:6][CH2:5][CH2:4][CH2:3][CH2:2][CH3:1], predict the reactants needed to synthesize it. The reactants are: [CH3:1][C:2](=O)[CH2:3][CH2:4][CH2:5][CH2:6][CH2:7][CH2:8][CH2:9][CH2:10][CH2:11][CH2:12][CH2:13][CH2:14][CH2:15][CH2:16][CH2:17][CH2:18][CH2:19][CH2:20][CH3:21].O.NN.[OH-].[K+]. (2) Given the product [CH2:9]([O:13][C:20](=[O:16])[C:19]1[CH:3]=[CH:1][C:2]([C:2]#[C:1][C:3]2[CH:12]=[CH:11][C:10]3[C:9](=[O:13])[CH2:8][CH2:7][C:6]([CH3:15])([CH3:14])[C:5]=3[CH:4]=2)=[CH:17][CH:18]=1)[CH3:8], predict the reactants needed to synthesize it. The reactants are: [C:1]([C:3]1[CH:4]=[C:5]2[C:10](=[CH:11][CH:12]=1)[C:9](=[O:13])[CH2:8][CH2:7][C:6]2([CH3:15])[CH3:14])#[CH:2].[O:16]1[CH2:20][CH2:19][CH2:18][CH2:17]1.